From a dataset of Full USPTO retrosynthesis dataset with 1.9M reactions from patents (1976-2016). Predict the reactants needed to synthesize the given product. (1) The reactants are: [Si]([O:8][CH2:9][C@@H:10]([O:15][CH2:16][C:17]1[CH:22]=[CH:21][C:20](/[CH:23]=[CH:24]/[CH2:25][N:26]2[CH:30]=[CH:29][CH:28]=[C:27]2[C:31](=[O:39])[C:32]2[CH:37]=[CH:36][C:35]([CH3:38])=[CH:34][CH:33]=2)=[CH:19][CH:18]=1)[C:11]([O:13][CH3:14])=[O:12])(C(C)(C)C)(C)C.O. Given the product [OH:8][CH2:9][C@@H:10]([O:15][CH2:16][C:17]1[CH:22]=[CH:21][C:20](/[CH:23]=[CH:24]/[CH2:25][N:26]2[CH:30]=[CH:29][CH:28]=[C:27]2[C:31](=[O:39])[C:32]2[CH:37]=[CH:36][C:35]([CH3:38])=[CH:34][CH:33]=2)=[CH:19][CH:18]=1)[C:11]([O:13][CH3:14])=[O:12], predict the reactants needed to synthesize it. (2) Given the product [CH2:1]([N:8]1[CH:16]=[C:15]2[C:10]([CH:11]=[C:12]([C:17]3[CH:18]=[C:19]([CH:27]4[CH2:32][CH2:31][N:30]([S:34]([CH3:33])(=[O:36])=[O:35])[CH2:29][CH2:28]4)[N:20]4[C:25]=3[C:24]([NH2:26])=[N:23][CH:22]=[N:21]4)[CH:13]=[CH:14]2)=[N:9]1)[C:2]1[CH:3]=[CH:4][CH:5]=[CH:6][CH:7]=1, predict the reactants needed to synthesize it. The reactants are: [CH2:1]([N:8]1[CH:16]=[C:15]2[C:10]([CH:11]=[C:12]([C:17]3[CH:18]=[C:19]([CH:27]4[CH2:32][CH2:31][NH:30][CH2:29][CH2:28]4)[N:20]4[C:25]=3[C:24]([NH2:26])=[N:23][CH:22]=[N:21]4)[CH:13]=[CH:14]2)=[N:9]1)[C:2]1[CH:7]=[CH:6][CH:5]=[CH:4][CH:3]=1.[CH3:33][S:34](Cl)(=[O:36])=[O:35].C(N(CC)CC)C. (3) Given the product [Cl:37][C:28]1[CH:29]=[C:30]([S:33]([NH:3][CH2:4][C:5]2[N:6]=[CH:7][C:8]([C:15]([O:17][CH3:18])=[O:16])=[N:9][C:10]=2[C:11]([F:13])([F:12])[F:14])(=[O:34])=[O:35])[CH:31]=[CH:32][C:27]=1[F:26], predict the reactants needed to synthesize it. The reactants are: Cl.Cl.[NH2:3][CH2:4][C:5]1[N:6]=[CH:7][C:8]([C:15]([O:17][CH3:18])=[O:16])=[N:9][C:10]=1[C:11]([F:14])([F:13])[F:12].C(N(CC)CC)C.[F:26][C:27]1[CH:32]=[CH:31][C:30]([S:33](Cl)(=[O:35])=[O:34])=[CH:29][C:28]=1[Cl:37]. (4) Given the product [CH:51]1([C:2]2[C:6](=[O:7])[O:5][CH2:4][C:3]=2[N:8]2[CH2:12][CH2:11][C:10]3([CH2:17][CH2:16][N:15]([C:18]([O:20][C:21]([CH3:24])([CH3:23])[CH3:22])=[O:19])[CH2:14][CH2:13]3)[C:9]2=[O:25])[CH2:52][CH2:47]1, predict the reactants needed to synthesize it. The reactants are: Br[C:2]1[C:6](=[O:7])[O:5][CH2:4][C:3]=1[N:8]1[CH2:12][CH2:11][C:10]2([CH2:17][CH2:16][N:15]([C:18]([O:20][C:21]([CH3:24])([CH3:23])[CH3:22])=[O:19])[CH2:14][CH2:13]2)[C:9]1=[O:25].P([O-])([O-])([O-])=O.[K+].[K+].[K+].C1(P([CH:47]2[CH2:52][CH2:51]CCC2)C2CCCCC2)CCCCC1.C1(B(O)O)CC1. (5) Given the product [CH3:37][CH:38]1[C:25]2[C:20](=[CH:21][CH:22]=[C:23]([O:26][C:27](=[O:36])[N:28]([CH3:35])[C:29]3[CH:30]=[CH:31][CH:32]=[CH:33][CH:34]=3)[CH:24]=2)[CH2:19][CH2:18][N:17]1[S:14]([C:11]1[CH:10]=[CH:9][C:8]([N:5]2[CH2:4][CH2:3][N:2]([CH3:1])[CH2:7][CH2:6]2)=[CH:13][CH:12]=1)(=[O:16])=[O:15], predict the reactants needed to synthesize it. The reactants are: [CH3:1][N:2]1[CH2:7][CH2:6][N:5]([C:8]2[CH:13]=[CH:12][C:11]([S:14]([NH:17][CH2:18][CH2:19][C:20]3[CH:25]=[CH:24][C:23]([O:26][C:27](=[O:36])[N:28]([CH3:35])[C:29]4[CH:34]=[CH:33][CH:32]=[CH:31][CH:30]=4)=[CH:22][CH:21]=3)(=[O:16])=[O:15])=[CH:10][CH:9]=2)[CH2:4][CH2:3]1.[CH:37](=O)[CH3:38].C=O.